Dataset: Forward reaction prediction with 1.9M reactions from USPTO patents (1976-2016). Task: Predict the product of the given reaction. (1) Given the reactants [C:1]([NH:4][C:5]1[CH:10]=[CH:9][C:8]([CH2:11][C:12]([NH:14][C:15]2[C:16](=[O:30])[N:17]([CH2:27][CH:28]=[CH2:29])[C:18](=[O:26])[N:19]([CH2:22][CH2:23][CH2:24][CH3:25])[C:20]=2[NH2:21])=O)=[CH:7][CH:6]=1)(=[O:3])[CH3:2].CO.Cl, predict the reaction product. The product is: [CH2:27]([N:17]1[C:16](=[O:30])[C:15]2[NH:14][C:12]([CH2:11][C:8]3[CH:9]=[CH:10][C:5]([NH:4][C:1](=[O:3])[CH3:2])=[CH:6][CH:7]=3)=[N:21][C:20]=2[N:19]([CH2:22][CH2:23][CH2:24][CH3:25])[C:18]1=[O:26])[CH:28]=[CH2:29]. (2) Given the reactants [NH2:1][C:2]1[C:11]([C:12]#[C:13][Si](C)(C)C)=[CH:10][C:5]([C:6]([O:8][CH3:9])=[O:7])=[C:4]([Cl:18])[CH:3]=1, predict the reaction product. The product is: [Cl:18][C:4]1[CH:3]=[C:2]2[C:11]([CH:12]=[CH:13][NH:1]2)=[CH:10][C:5]=1[C:6]([O:8][CH3:9])=[O:7]. (3) Given the reactants [F:1][C:2]1[CH:7]=[CH:6][CH:5]=[C:4]([F:8])[C:3]=1[N:9]1[C:14]2[N:15]=[C:16]([NH:34][CH:35]3[CH2:40][C:39]([CH3:42])([CH3:41])[NH:38][C:37]([CH3:44])([CH3:43])[CH2:36]3)[N:17]=[C:18]([C:19]3[CH:20]=[C:21]([NH:26][C:27]([C:29]4[CH:33]=[CH:32][S:31][CH:30]=4)=[O:28])[CH:22]=[CH:23][C:24]=3[CH3:25])[C:13]=2[CH:12]=[CH:11][C:10]1=[O:45].[C:46]1([CH3:56])[CH:51]=[CH:50][C:49]([S:52]([OH:55])(=[O:54])=[O:53])=[CH:48][CH:47]=1, predict the reaction product. The product is: [CH3:56][C:46]1[CH:47]=[CH:48][C:49]([S:52]([OH:55])(=[O:54])=[O:53])=[CH:50][CH:51]=1.[F:8][C:4]1[CH:5]=[CH:6][CH:7]=[C:2]([F:1])[C:3]=1[N:9]1[C:14]2[N:15]=[C:16]([NH:34][CH:35]3[CH2:36][C:37]([CH3:43])([CH3:44])[NH:38][C:39]([CH3:42])([CH3:41])[CH2:40]3)[N:17]=[C:18]([C:19]3[CH:20]=[C:21]([NH:26][C:27]([C:29]4[CH:33]=[CH:32][S:31][CH:30]=4)=[O:28])[CH:22]=[CH:23][C:24]=3[CH3:25])[C:13]=2[CH:12]=[CH:11][C:10]1=[O:45]. (4) Given the reactants [Na].[CH3:2][N:3]([CH3:25])/[N:4]=[N:5]\[C:6]1[CH:11]=[CH:10][C:9](/[CH:12]=[CH:13]\[C:14]2[CH:24]=[CH:23][C:17]([O:18][CH2:19][C:20]([O-:22])=[O:21])=[CH:16][CH:15]=2)=[CH:8][CH:7]=1, predict the reaction product. The product is: [CH3:25][N:3]([CH3:2])/[N:4]=[N:5]\[C:6]1[CH:7]=[CH:8][C:9](/[CH:12]=[CH:13]\[C:14]2[CH:24]=[CH:23][C:17]([O:18][CH2:19][C:20]([OH:22])=[O:21])=[CH:16][CH:15]=2)=[CH:10][CH:11]=1. (5) Given the reactants Cl.[N:2]1[CH:7]=[CH:6][CH:5]=[CH:4][C:3]=1[C:8](Cl)=[O:9].[Br:11][C:12]1[C:13]([F:22])=[C:14]2[C:20]([NH2:21])=[CH:19][NH:18][C:15]2=[N:16][CH:17]=1.[Li+].[OH-], predict the reaction product. The product is: [Br:11][C:12]1[C:13]([F:22])=[C:14]2[C:20]([NH:21][C:8](=[O:9])[C:3]3[CH:4]=[CH:5][CH:6]=[CH:7][N:2]=3)=[CH:19][NH:18][C:15]2=[N:16][CH:17]=1. (6) The product is: [CH:1]1([C:6]([C:13]2[S:14][CH:15]=[CH:16][CH:17]=2)([CH3:12])[C:7]([O:9][CH2:10][CH3:11])=[O:8])[CH2:5][CH2:4][CH2:3][CH2:2]1. Given the reactants [CH:1]1([C:6]([C:13]2[S:14][C:15]([Si](C)(C)C)=[CH:16][CH:17]=2)([CH3:12])[C:7]([O:9][CH2:10][CH3:11])=[O:8])[CH2:5][CH2:4][CH2:3][CH2:2]1.[F-].C([N+](CCCC)(CCCC)CCCC)CCC.O, predict the reaction product. (7) Given the reactants [C@@H:1]12[CH2:8][C:7](=O)[CH2:6][C@@H:5]1[CH2:4][C:3](=O)[CH2:2]2.Cl.[O:12]([NH2:14])[CH3:13].[N:15]1C=CC=CC=1.O.[CH2:22]([OH:24])C, predict the reaction product. The product is: [CH3:13][O:12][N:14]=[C:3]1[CH2:4][CH:5]2[C:1](=[CH:8][C:7](=[N:15][O:24][CH3:22])[CH2:6]2)[CH2:2]1.